This data is from Full USPTO retrosynthesis dataset with 1.9M reactions from patents (1976-2016). The task is: Predict the reactants needed to synthesize the given product. (1) Given the product [CH2:1]([O:3][C:4](=[O:36])[CH2:5][O:6][C:7]1[CH:12]=[CH:11][C:10]([S:13]([N:16]2[CH2:25][CH:24]([CH2:26][CH2:27][C:28]3[CH:29]=[CH:30][CH:31]=[CH:32][CH:33]=3)[C:23]3[C:18](=[CH:19][C:20]([O:34][S:45]([C:44]([F:57])([F:56])[F:43])(=[O:47])=[O:46])=[CH:21][CH:22]=3)[CH2:17]2)(=[O:15])=[O:14])=[CH:9][C:8]=1[CH3:35])[CH3:2], predict the reactants needed to synthesize it. The reactants are: [CH2:1]([O:3][C:4](=[O:36])[CH2:5][O:6][C:7]1[CH:12]=[CH:11][C:10]([S:13]([N:16]2[CH2:25][CH:24]([CH2:26][CH2:27][C:28]3[CH:33]=[CH:32][CH:31]=[CH:30][CH:29]=3)[C:23]3[C:18](=[CH:19][C:20]([OH:34])=[CH:21][CH:22]=3)[CH2:17]2)(=[O:15])=[O:14])=[CH:9][C:8]=1[CH3:35])[CH3:2].N1C=CC=CC=1.[F:43][C:44]([F:57])([F:56])[S:45](O[S:45]([C:44]([F:57])([F:56])[F:43])(=[O:47])=[O:46])(=[O:47])=[O:46]. (2) Given the product [C:3]([O:7][CH2:8][C@H:9]([CH3:10])[O:11][C:13]1[CH:14]=[C:15]([CH:18]=[C:19]([O:21][C:22]2[CH:27]=[CH:26][C:25]([S:28]([CH3:31])(=[O:29])=[O:30])=[CH:24][CH:23]=2)[CH:20]=1)[C:16]#[N:17])([CH3:6])([CH3:5])[CH3:4], predict the reactants needed to synthesize it. The reactants are: [H-].[Na+].[C:3]([O:7][CH2:8][C@@H:9]([OH:11])[CH3:10])([CH3:6])([CH3:5])[CH3:4].F[C:13]1[CH:14]=[C:15]([CH:18]=[C:19]([O:21][C:22]2[CH:27]=[CH:26][C:25]([S:28]([CH3:31])(=[O:30])=[O:29])=[CH:24][CH:23]=2)[CH:20]=1)[C:16]#[N:17].[OH-].[Na+]. (3) Given the product [CH3:18][N:17]([CH3:19])[C:14]1[N:15]=[CH:16][C:11]([C:9]2[O:10][C:6]3[CH:5]=[CH:4][C:3]([OH:2])=[CH:20][C:7]=3[N:8]=2)=[CH:12][CH:13]=1, predict the reactants needed to synthesize it. The reactants are: C[O:2][C:3]1[CH:4]=[CH:5][C:6]2[O:10][C:9]([C:11]3[CH:12]=[CH:13][C:14]([N:17]([CH3:19])[CH3:18])=[N:15][CH:16]=3)=[N:8][C:7]=2[CH:20]=1.B(Br)(Br)Br.C([O-])(O)=O.[Na+]. (4) Given the product [NH2:21][C:11]1[CH:10]=[C:9]([CH:14]=[CH:13][C:12]=1[CH2:15][O:16][CH2:17][CH2:18][O:19][CH3:20])[C:8]([NH:7][C:4]1[CH:3]=[CH:2][C:1]([C:25]2[CH:30]=[CH:29][CH:28]=[CH:27][CH:26]=2)=[CH:6][CH:5]=1)=[O:24], predict the reactants needed to synthesize it. The reactants are: [C:1]1([C:25]2[CH:30]=[CH:29][CH:28]=[CH:27][CH:26]=2)[CH:6]=[CH:5][C:4]([NH:7][C:8](=[O:24])[C:9]2[CH:14]=[CH:13][C:12]([CH2:15][O:16][CH2:17][CH2:18][O:19][CH3:20])=[C:11]([N+:21]([O-])=O)[CH:10]=2)=[CH:3][CH:2]=1.C(=O)(O)[O-].[Na+].[Cl-].[Na+].O1CCCC1.C(OCC)(=O)C. (5) Given the product [CH:13]([CH:12]([CH2:6][C:4]#[N:5])[C:1]#[N:2])([CH3:14])[CH3:15], predict the reactants needed to synthesize it. The reactants are: [C-:1]#[N:2].[K+].[C:4]([C:6](=[CH:12][CH:13]([CH3:15])[CH3:14])C(OCC)=O)#[N:5]. (6) Given the product [CH3:2][O:3][N:4]=[CH:15][C:14]1[CH:17]=[CH:18][C:11]([F:10])=[CH:12][CH:13]=1, predict the reactants needed to synthesize it. The reactants are: Cl.[CH3:2][O:3][NH2:4].C([O-])(=O)C.[Na+].[F:10][C:11]1[CH:18]=[CH:17][C:14]([CH:15]=O)=[CH:13][CH:12]=1. (7) Given the product [ClH:19].[Cl:19][C:16]1[CH:17]=[CH:18][C:11]2[CH2:10][CH2:9][NH:8][CH2:14][CH2:13][C:12]=2[C:15]=1[S:20][CH2:21][C:29]1[CH:34]=[CH:33][CH:32]=[C:31]([Cl:35])[N:30]=1, predict the reactants needed to synthesize it. The reactants are: C(OC([N:8]1[CH2:14][CH2:13][C:12]2[C:15]([S:20][C:21](=O)N(C)C)=[C:16]([Cl:19])[CH:17]=[CH:18][C:11]=2[CH2:10][CH2:9]1)=O)(C)(C)C.Cl.BrC[C:29]1[CH:34]=[CH:33][CH:32]=[C:31]([Cl:35])[N:30]=1.